This data is from Forward reaction prediction with 1.9M reactions from USPTO patents (1976-2016). The task is: Predict the product of the given reaction. Given the reactants [CH2:1]([O:3][C:4](=[O:26])[CH2:5][N:6]([CH3:25])[CH:7]1[CH2:12][CH2:11][N:10]([C:13]([O:15]C2C=CC([N+]([O-])=O)=CC=2)=O)[CH2:9][CH2:8]1)[CH3:2].Cl.[N:28]1[CH:33]=[CH:32][C:31]([N:34]2[CH2:38][CH2:37][C:36]3([CH2:43][CH2:42][NH:41][CH2:40][CH2:39]3)[CH2:35]2)=[CH:30][CH:29]=1, predict the reaction product. The product is: [CH3:25][N:6]([CH:7]1[CH2:8][CH2:9][N:10]([C:13]([N:41]2[CH2:40][CH2:39][C:36]3([CH2:35][N:34]([C:31]4[CH:30]=[CH:29][N:28]=[CH:33][CH:32]=4)[CH2:38][CH2:37]3)[CH2:43][CH2:42]2)=[O:15])[CH2:11][CH2:12]1)[CH2:5][C:4]([O:3][CH2:1][CH3:2])=[O:26].